This data is from Forward reaction prediction with 1.9M reactions from USPTO patents (1976-2016). The task is: Predict the product of the given reaction. (1) Given the reactants [CH2:1]([O:8][C:9]([NH:11][C:12]1[C:13]([F:39])=[C:14]([C:18]2[C:30]3[C:29]4[C:24](=[CH:25][C:26]([O:31][CH2:32][CH2:33][O:34][CH3:35])=[CH:27][CH:28]=4)[NH:23][C:22]=3[C:21]([C:36](O)=[O:37])=[N:20][CH:19]=2)[CH:15]=[CH:16][CH:17]=1)=[O:10])[C:2]1[CH:7]=[CH:6][CH:5]=[CH:4][CH:3]=1.[Cl-].[NH4+].F[P-](F)(F)(F)(F)F.[N:49]1(O[P+](N(C)C)(N(C)C)N(C)C)C2C=CC=CC=2N=N1.CCN(C(C)C)C(C)C.CN1CCOCC1, predict the reaction product. The product is: [C:36]([C:21]1[C:22]2[NH:23][C:24]3[C:29]([C:30]=2[C:18]([C:14]2[C:13]([F:39])=[C:12]([NH:11][C:9](=[O:10])[O:8][CH2:1][C:2]4[CH:7]=[CH:6][CH:5]=[CH:4][CH:3]=4)[CH:17]=[CH:16][CH:15]=2)=[CH:19][N:20]=1)=[CH:28][CH:27]=[C:26]([O:31][CH2:32][CH2:33][O:34][CH3:35])[CH:25]=3)(=[O:37])[NH2:49]. (2) Given the reactants [C:1](N1C=CN=C1)(N1C=CN=C1)=[O:2].[Cl:13][C:14]1[C:19]([Cl:20])=[CH:18][CH:17]=[CH:16][C:15]=1[N:21]1[CH2:26][CH2:25][N:24]([CH2:27][CH2:28][CH2:29][CH2:30][NH2:31])[CH2:23][CH2:22]1.[C:32]1([N:38]2[CH2:43][CH2:42][NH:41][CH2:40][CH2:39]2)[CH:37]=[CH:36][CH:35]=[CH:34][CH:33]=1, predict the reaction product. The product is: [Cl:13][C:14]1[C:19]([Cl:20])=[CH:18][CH:17]=[CH:16][C:15]=1[N:21]1[CH2:22][CH2:23][N:24]([CH2:27][CH2:28][CH2:29][CH2:30][NH:31][C:1]([N:41]2[CH2:42][CH2:43][N:38]([C:32]3[CH:37]=[CH:36][CH:35]=[CH:34][CH:33]=3)[CH2:39][CH2:40]2)=[O:2])[CH2:25][CH2:26]1. (3) Given the reactants Br[C:2]1[CH:7]=[C:6]([CH3:8])[CH:5]=[CH:4][C:3]=1[O:9][CH2:10][C:11]([CH3:13])=[CH2:12].N(C(C)(C)C#N)=NC(C)(C)C#N.C([SnH](CCCC)CCCC)CCC, predict the reaction product. The product is: [CH3:12][C:11]1([CH3:13])[C:2]2[CH:7]=[C:6]([CH3:8])[CH:5]=[CH:4][C:3]=2[O:9][CH2:10]1. (4) Given the reactants [CH3:1][N:2]1[CH:6]=[C:5]([N+:7]([O-])=O)[N:4]=[CH:3]1.[H][H].[Cl:12][C:13]1[N:18]=[C:17](Cl)[CH:16]=[C:15]([Cl:20])[N:14]=1, predict the reaction product. The product is: [Cl:12][C:13]1[N:18]=[C:17]([NH:7][C:5]2[N:4]=[CH:3][N:2]([CH3:1])[CH:6]=2)[CH:16]=[C:15]([Cl:20])[N:14]=1. (5) Given the reactants [C:1]([O:5][C:6]([NH:8][C:9]1[S:10][CH:11]=[C:12]([C:14](OCC)=[O:15])[N:13]=1)=[O:7])([CH3:4])([CH3:3])[CH3:2].COCCO[AlH2-]OCCOC.[Na+], predict the reaction product. The product is: [C:1]([O:5][C:6]([NH:8][C:9]1[S:10][CH:11]=[C:12]([CH2:14][OH:15])[N:13]=1)=[O:7])([CH3:4])([CH3:2])[CH3:3].